Dataset: Peptide-MHC class II binding affinity with 134,281 pairs from IEDB. Task: Regression. Given a peptide amino acid sequence and an MHC pseudo amino acid sequence, predict their binding affinity value. This is MHC class II binding data. (1) The peptide sequence is GELQIVDKIDEAFKI. The MHC is DRB1_0802 with pseudo-sequence DRB1_0802. The binding affinity (normalized) is 0.435. (2) The peptide sequence is EPKSEFGFFVNPKEA. The MHC is DRB1_0101 with pseudo-sequence DRB1_0101. The binding affinity (normalized) is 0.333.